This data is from Reaction yield outcomes from USPTO patents with 853,638 reactions. The task is: Predict the reaction yield, written as a fraction of the theoretical maximum amount of product (1.0 means a 100% yield; for example, 0.34 means a 34% yield). The reactants are [CH3:1][P:2]1(=[O:8])[CH2:7][CH2:6][NH:5][CH2:4][CH2:3]1.C1(P(C2C=CC=CC=2)C2C=CC=CC=2)C=CC=CC=1.[F:28][C:29]1[CH:34]=[CH:33][C:32]([NH:35][C:36]2[N:37]([CH3:58])[C:38]3[C:47]4[C:46](=[O:48])[NH:45][C:44]([CH:49](OC(=O)C)[CH:50]=[CH2:51])=[C:43]([CH3:56])[C:42]=4[CH:41]=[CH:40][C:39]=3[N:57]=2)=[C:31]([CH3:59])[CH:30]=1.C([O-])(=O)C. The catalyst is C1COCC1. The product is [F:28][C:29]1[CH:34]=[CH:33][C:32]([NH:35][C:36]2[N:37]([CH3:58])[C:38]3[C:47]4[C:46](=[O:48])[NH:45][C:44]([CH:49]=[CH:50][CH2:51][N:5]5[CH2:6][CH2:7][P:2]([CH3:1])(=[O:8])[CH2:3][CH2:4]5)=[C:43]([CH3:56])[C:42]=4[CH:41]=[CH:40][C:39]=3[N:57]=2)=[C:31]([CH3:59])[CH:30]=1. The yield is 0.420.